From a dataset of Catalyst prediction with 721,799 reactions and 888 catalyst types from USPTO. Predict which catalyst facilitates the given reaction. (1) Reactant: O[C:2]1[C:7]([C:8]([O:10][CH3:11])=[O:9])=[CH:6][CH:5]=[CH:4][C:3]=1[NH:12][C:13]([CH:15]1[CH2:19][CH2:18][CH2:17][N:16]1[C:20]([O:22][CH2:23][C:24]1[CH:29]=[CH:28][CH:27]=[CH:26][CH:25]=1)=[O:21])=[O:14].O. Product: [CH2:23]([O:22][C:20]([N:16]1[CH2:17][CH2:18][CH2:19][CH:15]1[C:13]1[O:14][C:2]2[C:7]([C:8]([O:10][CH3:11])=[O:9])=[CH:6][CH:5]=[CH:4][C:3]=2[N:12]=1)=[O:21])[C:24]1[CH:29]=[CH:28][CH:27]=[CH:26][CH:25]=1. The catalyst class is: 286. (2) Reactant: [F:1][C:2]1[CH:10]=[C:9]([N+:11]([O-:13])=[O:12])[CH:8]=[CH:7][C:3]=1[C:4](O)=[O:5].S(Cl)([Cl:16])=O. Product: [F:1][C:2]1[CH:10]=[C:9]([N+:11]([O-:13])=[O:12])[CH:8]=[CH:7][C:3]=1[C:4]([Cl:16])=[O:5]. The catalyst class is: 11. (3) Reactant: [C:1]1([N:7]2[C:12](=[O:13])[C:11]3[S:14][CH:15]=[C:16]([C:17]4[CH:22]=[CH:21][CH:20]=[CH:19][CH:18]=4)[C:10]=3[N:9]=[CH:8]2)[CH:6]=[CH:5][CH:4]=[CH:3][CH:2]=1.NC1C(C2C=CC([F:35])=CC=2)=CSC=1C(OC)=O.C([O:47][CH2:48]C)(OCC)OCC.COC1C=CC(N)=CC=1. Product: [F:35][C:20]1[CH:19]=[CH:18][C:17]([C:16]2[C:10]3[N:9]=[CH:8][N:7]([C:1]4[CH:6]=[CH:5][C:4]([O:47][CH3:48])=[CH:3][CH:2]=4)[C:12](=[O:13])[C:11]=3[S:14][CH:15]=2)=[CH:22][CH:21]=1. The catalyst class is: 15. (4) Reactant: [C:1]([NH:4][C:5]1[N:6]=[C:7](C2N=CNN=2)[C:8]2[N:14]=[C:13]([C:15]3[CH:20]=[CH:19][C:18]([F:21])=[CH:17][CH:16]=3)[CH:12]=[CH:11][C:9]=2[N:10]=1)(=[O:3])[CH3:2].[CH:27]([NH2:30])([CH3:29])[CH3:28]. Product: [C:1]([NH:4][C:5]1[N:6]=[C:7]([NH:30][CH:27]([CH3:29])[CH3:28])[C:8]2[N:14]=[C:13]([C:15]3[CH:20]=[CH:19][C:18]([F:21])=[CH:17][CH:16]=3)[CH:12]=[CH:11][C:9]=2[N:10]=1)(=[O:3])[CH3:2]. The catalyst class is: 12. (5) Reactant: Cl.Cl.[NH:3]1[CH2:6][CH:5]([C:7]2[C:8]([O:28][CH3:29])=[C:9]([CH:15]([N:17]3[C:21]4=[N:22][CH:23]=[N:24][C:25]([NH2:26])=[C:20]4[C:19]([CH3:27])=[N:18]3)[CH3:16])[CH:10]=[C:11]([Cl:14])[C:12]=2[F:13])[CH2:4]1.C(N(CC)CC)C.[CH3:37][C@H:38]1[CH2:40][O:39]1. Product: [NH2:26][C:25]1[N:24]=[CH:23][N:22]=[C:21]2[N:17]([CH:15]([C:9]3[C:8]([O:28][CH3:29])=[C:7]([CH:5]4[CH2:4][N:3]([CH2:37][C@@H:38]([OH:39])[CH3:40])[CH2:6]4)[C:12]([F:13])=[C:11]([Cl:14])[CH:10]=3)[CH3:16])[N:18]=[C:19]([CH3:27])[C:20]=12. The catalyst class is: 8. (6) Reactant: [C:1]1([C@H:7]([NH2:9])[CH3:8])[CH:6]=[CH:5][CH:4]=[CH:3][CH:2]=1.Br[CH2:11][CH:12]([O:16][CH2:17][CH3:18])[O:13][CH2:14][CH3:15].C(=O)([O-])[O-].[K+].[K+]. Product: [CH2:14]([O:13][CH:12]([O:16][CH2:17][CH3:18])[CH2:11][NH:9][C@@H:7]([C:1]1[CH:6]=[CH:5][CH:4]=[CH:3][CH:2]=1)[CH3:8])[CH3:15]. The catalyst class is: 10.